From a dataset of Full USPTO retrosynthesis dataset with 1.9M reactions from patents (1976-2016). Predict the reactants needed to synthesize the given product. (1) Given the product [OH:17][P:14]([O:13][P:10]([O:9][P:6]([O:5][P:2]([OH:4])([OH:3])=[O:1])([OH:8])=[O:7])([OH:12])=[O:11])(=[O:15])[OH:16].[C@@H:28]1([N:33]2[CH:40]=[CH:39][C:37](=[O:38])[NH:36][C:34]2=[O:35])[O:29][C@H:30]([CH2:31][OH:32])[C@@H:26]([OH:25])[C@H:27]1[OH:41], predict the reactants needed to synthesize it. The reactants are: [OH:1][P:2]([O:5][P:6]([O:9][P:10]([O:13][P:14]([OH:17])([OH:16])=[O:15])([OH:12])=[O:11])([OH:8])=[O:7])(=[O:4])[OH:3].[Si]([O:25][C@@H:26]1[C@@H:30]([CH2:31][OH:32])[O:29][C@@H:28]([N:33]2[CH:40]=[CH:39][C:37](=[O:38])[NH:36][C:34]2=[O:35])[C@@H:27]1[OH:41])(C(C)(C)C)(C)C.[F-].C([N+](CCCC)(CCCC)CCCC)CCC.C1COCC1.CC(O)=O.[SiH3]O[SiH3]. (2) Given the product [Cl:1][C:2]1[CH:3]=[C:4]([CH2:18][N:19]2[C:23]([CH3:24])=[CH:22][C:21]([C:25]([OH:27])=[O:26])=[N:20]2)[C:5]2[O:9][C:8]([C:10]3[CH:15]=[CH:14][C:13]([F:16])=[CH:12][N:11]=3)=[CH:7][C:6]=2[CH:17]=1, predict the reactants needed to synthesize it. The reactants are: [Cl:1][C:2]1[CH:3]=[C:4]([CH2:18][N:19]2[C:23]([CH3:24])=[CH:22][C:21]([C:25]([O:27]CC)=[O:26])=[N:20]2)[C:5]2[O:9][C:8]([C:10]3[CH:15]=[CH:14][C:13]([F:16])=[CH:12][N:11]=3)=[CH:7][C:6]=2[CH:17]=1.[OH-].[Na+].